From a dataset of Full USPTO retrosynthesis dataset with 1.9M reactions from patents (1976-2016). Predict the reactants needed to synthesize the given product. (1) The reactants are: Br[C:2]1[CH:3]=[C:4]2[C:10]([CH3:12])([CH3:11])[C:9]([CH3:13])=[N:8][C:5]2=[N:6][CH:7]=1.[C:14]1(B(O)O)[CH:19]=[CH:18][CH:17]=[CH:16][CH:15]=1.C(=O)([O-])[O-].[K+].[K+]. Given the product [C:14]1([C:2]2[CH:3]=[C:4]3[C:10]([CH3:12])([CH3:11])[C:9]([CH3:13])=[N:8][C:5]3=[N:6][CH:7]=2)[CH:19]=[CH:18][CH:17]=[CH:16][CH:15]=1, predict the reactants needed to synthesize it. (2) Given the product [N:25]1[N:29]2[CH2:30][CH2:31][CH2:32][N:33]([C:19]([C:18]3[CH:17]=[N:16][C:15]([O:14][CH2:13][C:3]4[C:4]([C:7]5[CH:8]=[CH:9][CH:10]=[CH:11][CH:12]=5)=[N:5][O:6][C:2]=4[CH3:1])=[CH:23][CH:22]=3)=[O:21])[C:28]2=[CH:27][CH:26]=1, predict the reactants needed to synthesize it. The reactants are: [CH3:1][C:2]1[O:6][N:5]=[C:4]([C:7]2[CH:12]=[CH:11][CH:10]=[CH:9][CH:8]=2)[C:3]=1[CH2:13][O:14][C:15]1[CH:23]=[CH:22][C:18]([C:19]([OH:21])=O)=[CH:17][N:16]=1.Cl.[N:25]1[N:29]2[CH2:30][CH2:31][CH2:32][NH:33][C:28]2=[CH:27][CH:26]=1. (3) Given the product [CH3:9][C:1]1([C:6]([OH:8])=[O:7])[CH2:5][CH:4]=[CH:3][CH2:2]1, predict the reactants needed to synthesize it. The reactants are: [CH:1]1([C:6]([OH:8])=[O:7])[CH2:5][CH:4]=[CH:3][CH2:2]1.[C:9]([Li])(C)(C)C.IC. (4) Given the product [Br:12][C:13]1[CH:14]=[CH:15][C:16]([C:17]([O:19][CH3:20])=[O:18])=[C:21]([O:11][C:9]2[CH:8]=[CH:7][C:6]3[N:2]([CH3:1])[CH:3]=[N:4][C:5]=3[CH:10]=2)[CH:22]=1, predict the reactants needed to synthesize it. The reactants are: [CH3:1][N:2]1[C:6]2[CH:7]=[CH:8][C:9]([OH:11])=[CH:10][C:5]=2[N:4]=[CH:3]1.[Br:12][C:13]1[CH:22]=[CH:21][C:16]([C:17]([O:19][CH3:20])=[O:18])=[C:15](F)[CH:14]=1.C(=O)([O-])[O-].[K+].[K+]. (5) Given the product [C:20]([C:24]1[O:28][N:27]=[C:26]([NH:29][C:30]([NH:32][C:33]2[CH:38]=[CH:37][CH:36]=[C:35]([O:39][C:40]3[C:49]4[C:44](=[CH:45][C:46]([O:56][CH3:57])=[C:47]([O:50][C@H:51]5[CH2:55][CH2:54][N:53]([CH2:12][CH:13]([F:15])[F:14])[CH2:52]5)[CH:48]=4)[N:43]=[CH:42][N:41]=3)[CH:34]=2)=[O:31])[CH:25]=1)([CH3:23])([CH3:21])[CH3:22], predict the reactants needed to synthesize it. The reactants are: C([O-])(O)=O.[Na+].FC(F)(F)S(O[CH2:12][CH:13]([F:15])[F:14])(=O)=O.Cl.Cl.[C:20]([C:24]1[O:28][N:27]=[C:26]([NH:29][C:30]([NH:32][C:33]2[CH:38]=[CH:37][CH:36]=[C:35]([O:39][C:40]3[C:49]4[C:44](=[CH:45][C:46]([O:56][CH3:57])=[C:47]([O:50][C@H:51]5[CH2:55][CH2:54][NH:53][CH2:52]5)[CH:48]=4)[N:43]=[CH:42][N:41]=3)[CH:34]=2)=[O:31])[CH:25]=1)([CH3:23])([CH3:22])[CH3:21]. (6) Given the product [CH3:11][O:12][C:13](=[O:31])[C:14]1[CH:19]=[CH:18][C:17]([C:20]#[N:21])=[C:16]([C:2]2[C:6]([CH3:7])=[N:5][N:4]3[CH2:8][CH2:9][CH2:10][C:3]=23)[CH:15]=1, predict the reactants needed to synthesize it. The reactants are: Br[C:2]1[C:6]([CH3:7])=[N:5][N:4]2[CH2:8][CH2:9][CH2:10][C:3]=12.[CH3:11][O:12][C:13](=[O:31])[C:14]1[CH:19]=[CH:18][C:17]([C:20]#[N:21])=[C:16](B2OC(C)(C)C(C)(C)O2)[CH:15]=1.[O-]P([O-])([O-])=O.[K+].[K+].[K+].